Dataset: Catalyst prediction with 721,799 reactions and 888 catalyst types from USPTO. Task: Predict which catalyst facilitates the given reaction. (1) Reactant: C([O-])([O-])=O.[Cs+].[Cs+].[C:7]([O:14][CH3:15])(=[O:13])[CH2:8][C:9]([O:11][CH3:12])=[O:10].Cl[C:17]1[CH:18]=[C:19]([N:26]([C:31]2[C:50]([CH:51]3[CH2:53][CH2:52]3)=[CH:49][C:34]3[C:35]([C:45]([NH:47][CH3:48])=[O:46])=[C:36]([C:38]4[CH:43]=[CH:42][C:41]([F:44])=[CH:40][CH:39]=4)[O:37][C:33]=3[CH:32]=2)[S:27]([CH3:30])(=[O:29])=[O:28])[CH:20]=[CH:21][C:22]=1[N+:23]([O-:25])=[O:24]. Product: [CH:51]1([C:50]2[C:31]([N:26]([C:19]3[CH:20]=[CH:21][C:22]([N+:23]([O-:25])=[O:24])=[C:17]([CH:8]([C:7]([O:14][CH3:15])=[O:13])[C:9]([O:11][CH3:12])=[O:10])[CH:18]=3)[S:27]([CH3:30])(=[O:29])=[O:28])=[CH:32][C:33]3[O:37][C:36]([C:38]4[CH:43]=[CH:42][C:41]([F:44])=[CH:40][CH:39]=4)=[C:35]([C:45](=[O:46])[NH:47][CH3:48])[C:34]=3[CH:49]=2)[CH2:53][CH2:52]1. The catalyst class is: 18. (2) Reactant: C[C:2]1[C:14]2[CH2:13][C:12]3[C:7](=CC=CC=3)[C:6]=2[CH:5]=[CH:4][CH:3]=1. Product: [CH2:13]1[C:14]2[C:6](=[CH:5][CH:4]=[CH:3][CH:2]=2)[CH2:7][CH2:12]1. The catalyst class is: 45. (3) Reactant: [F:1][C:2]1[CH:9]=[C:8]([N+:10]([O-])=O)[CH:7]=[CH:6][C:3]=1[C:4]#[N:5]. Product: [NH2:10][C:8]1[CH:7]=[CH:6][C:3]([C:4]#[N:5])=[C:2]([F:1])[CH:9]=1. The catalyst class is: 129. (4) Reactant: [Cl:1][C:2]1[CH:3]=[C:4]2[C:10]([C:11]3[N:16]=[C:15]([NH:17][C@H:18]4[CH2:23][CH2:22][CH2:21][N:20](C(OC(C)(C)C)=O)[CH2:19]4)[C:14]([F:31])=[CH:13][N:12]=3)=[CH:9][NH:8][C:5]2=[N:6][CH:7]=1.Cl.CC(O)C. Product: [Cl:1][C:2]1[CH:3]=[C:4]2[C:10]([C:11]3[N:16]=[C:15]([NH:17][C@H:18]4[CH2:23][CH2:22][CH2:21][NH:20][CH2:19]4)[C:14]([F:31])=[CH:13][N:12]=3)=[CH:9][NH:8][C:5]2=[N:6][CH:7]=1. The catalyst class is: 32. (5) Reactant: [F:1][C:2]1[CH:11]=[C:10]2[C:5]([CH:6]=[CH:7][CH:8]=[N:9]2)=[CH:4][C:3]=1[CH2:12][C:13]1[N:17]2[N:18]=[C:19]([C:22]3[CH:23]=[N:24][N:25]([CH:27]4[CH2:32][CH2:31][NH:30][CH2:29][CH2:28]4)[CH:26]=3)[CH:20]=[CH:21][C:16]2=[N:15][CH:14]=1.[Si:33]([O:40][CH2:41][CH:42]=O)([C:36]([CH3:39])([CH3:38])[CH3:37])([CH3:35])[CH3:34].[BH3-]C#N.[Na+].CC(O)=O. Product: [C:36]([Si:33]([CH3:35])([CH3:34])[O:40][CH2:41][CH2:42][N:30]1[CH2:31][CH2:32][CH:27]([N:25]2[CH:26]=[C:22]([C:19]3[CH:20]=[CH:21][C:16]4[N:17]([C:13]([CH2:12][C:3]5[CH:4]=[C:5]6[C:10](=[CH:11][C:2]=5[F:1])[N:9]=[CH:8][CH:7]=[CH:6]6)=[CH:14][N:15]=4)[N:18]=3)[CH:23]=[N:24]2)[CH2:28][CH2:29]1)([CH3:39])([CH3:38])[CH3:37]. The catalyst class is: 100.